Dataset: Catalyst prediction with 721,799 reactions and 888 catalyst types from USPTO. Task: Predict which catalyst facilitates the given reaction. (1) Reactant: [Cl:1][C:2]1[CH:3]=[CH:4][C:5]([F:18])=[C:6]([C:8]2[N:9]=[C:10](O)[C:11]3[CH2:16][O:15][CH2:14][C:12]=3[N:13]=2)[CH:7]=1.C([O-])(O)=O.[Na+].O=P(Cl)(Cl)[Cl:26]. Product: [Cl:26][C:10]1[C:11]2[CH2:16][O:15][CH2:14][C:12]=2[N:13]=[C:8]([C:6]2[CH:7]=[C:2]([Cl:1])[CH:3]=[CH:4][C:5]=2[F:18])[N:9]=1. The catalyst class is: 2. (2) Reactant: [CH3:1][C@H:2]1[C@@H:7]([N:8]([C:10]2[N:18]=[CH:17][N:16]=[C:15]3[C:11]=2[CH:12]=[CH:13][NH:14]3)[CH3:9])[CH2:6][N:5]([C:19]([CH2:21][C:22]#[N:23])=[O:20])[CH2:4][CH2:3]1.Cl.[C:25]([OH:37])(=[O:36])[CH2:26][C:27]([CH2:32][C:33]([OH:35])=[O:34])([C:29]([OH:31])=[O:30])[OH:28].C(NC(C)C)(C)C. Product: [CH3:1][C@H:2]1[C@@H:7]([N:8]([C:10]2[N:18]=[CH:17][N:16]=[C:15]3[C:11]=2[CH:12]=[CH:13][NH:14]3)[CH3:9])[CH2:6][N:5]([C:19]([CH2:21][C:22]#[N:23])=[O:20])[CH2:4][CH2:3]1.[CH2:32]([C:27]([OH:28])([C:29]([OH:31])=[O:30])[CH2:26][C:25]([OH:37])=[O:36])[C:33]([OH:35])=[O:34]. The catalyst class is: 6. (3) Reactant: [CH:1]([C:4]1[C:13]([O:14][CH2:15][CH2:16][CH2:17][CH2:18][CH2:19][CH2:20][CH2:21][CH2:22]/[CH:23]=[CH:24]\[CH2:25]/[CH:26]=[CH:27]\[CH2:28][CH2:29][CH2:30][CH2:31][CH3:32])=[CH:12][C:7]([C:8](OC)=[O:9])=[CH:6][C:5]=1[O:33][CH2:34][CH2:35][CH2:36][CH2:37][CH2:38][CH2:39][CH2:40][CH2:41]/[CH:42]=[CH:43]\[CH2:44]/[CH:45]=[CH:46]\[CH2:47][CH2:48][CH2:49][CH2:50][CH3:51])([CH3:3])[CH3:2].[H-].[Al+3].[Li+].[H-].[H-].[H-]. Product: [CH:1]([C:4]1[C:13]([O:14][CH2:15][CH2:16][CH2:17][CH2:18][CH2:19][CH2:20][CH2:21][CH2:22]/[CH:23]=[CH:24]\[CH2:25]/[CH:26]=[CH:27]\[CH2:28][CH2:29][CH2:30][CH2:31][CH3:32])=[CH:12][C:7]([CH2:8][OH:9])=[CH:6][C:5]=1[O:33][CH2:34][CH2:35][CH2:36][CH2:37][CH2:38][CH2:39][CH2:40][CH2:41]/[CH:42]=[CH:43]\[CH2:44]/[CH:45]=[CH:46]\[CH2:47][CH2:48][CH2:49][CH2:50][CH3:51])([CH3:2])[CH3:3]. The catalyst class is: 1. (4) Reactant: [CH3:1][C:2]1[N:6]([CH3:7])[C:5]2[CH:8]=[C:9]([C:22](O)=[O:23])[C:10]3[CH2:11][CH2:12][CH:13]([C:16]4[CH:21]=[CH:20][CH:19]=[CH:18][CH:17]=4)[O:14][C:15]=3[C:4]=2[N:3]=1.F[B-](F)(F)F.N1(OC(N(C)C)=[N+](C)C)C2C=CC=CC=2N=N1.[CH2:47]([CH2:49][NH2:50])[OH:48].O. Product: [OH:48][CH2:47][CH2:49][NH:50][C:22]([C:9]1[C:10]2[CH2:11][CH2:12][CH:13]([C:16]3[CH:17]=[CH:18][CH:19]=[CH:20][CH:21]=3)[O:14][C:15]=2[C:4]2[N:3]=[C:2]([CH3:1])[N:6]([CH3:7])[C:5]=2[CH:8]=1)=[O:23]. The catalyst class is: 4. (5) Reactant: [N:1]1([C:7]2[CH:8]=[CH:9][C:10]([NH2:13])=[N:11][CH:12]=2)[CH2:6][CH2:5][O:4][CH2:3][CH2:2]1.Br[C:15]1[C:20](=[O:21])[N:19]([CH3:22])[CH:18]=[C:17]([C:23]2[C:24]([CH3:42])=[C:25]([NH:29][C:30](=[O:41])[C:31]3[CH:36]=[CH:35][C:34]([C:37]([CH3:40])([CH3:39])[CH3:38])=[CH:33][CH:32]=3)[CH:26]=[CH:27][CH:28]=2)[CH:16]=1.CC1(C)C2C=CC=C(P(C3C=CC=CC=3)C3C=CC=CC=3)C=2OC2C1=CC=CC=2P(C1C=CC=CC=1)C1C=CC=CC=1.C([O-])([O-])=O.[Cs+].[Cs+]. Product: [C:37]([C:34]1[CH:35]=[CH:36][C:31]([C:30]([NH:29][C:25]2[CH:26]=[CH:27][CH:28]=[C:23]([C:17]3[CH:16]=[C:15]([NH:13][C:10]4[CH:9]=[CH:8][C:7]([N:1]5[CH2:6][CH2:5][O:4][CH2:3][CH2:2]5)=[CH:12][N:11]=4)[C:20](=[O:21])[N:19]([CH3:22])[CH:18]=3)[C:24]=2[CH3:42])=[O:41])=[CH:32][CH:33]=1)([CH3:40])([CH3:38])[CH3:39]. The catalyst class is: 62. (6) Reactant: [Cl:1][C:2]1[C:3]([C:11]#[N:12])=[C:4]([C:8]([OH:10])=O)[NH:5][C:6]=1[CH3:7].[NH2:13][C@@H:14]1[CH2:19][CH2:18][N:17]([C:20]([O:22][CH3:23])=[O:21])[CH2:16][C@@H:15]1[CH3:24].C1C=CC2N(O)N=NC=2C=1.CN1CCOCC1.CCN=C=NCCCN(C)C.Cl.Cl. Product: [Cl:1][C:2]1[C:3]([C:11]#[N:12])=[C:4]([C:8]([NH:13][C@@H:14]2[CH2:19][CH2:18][N:17]([C:20]([O:22][CH3:23])=[O:21])[CH2:16][C@@H:15]2[CH3:24])=[O:10])[NH:5][C:6]=1[CH3:7]. The catalyst class is: 4.